This data is from Catalyst prediction with 721,799 reactions and 888 catalyst types from USPTO. The task is: Predict which catalyst facilitates the given reaction. Reactant: [F:1][C:2]1[CH:7]=[C:6](B2OC(C)(C)C(C)(C)O2)[C:5]([F:17])=[CH:4][C:3]=1[C:18]1[N:22]([C@H:23]2[CH2:27][CH2:26][O:25][CH2:24]2)[N:21]=[CH:20][C:19]=1[C:28]([O-:30])=[O:29].Br[C:32]1[C:33]([O:40][CH3:41])=[N:34][C:35]([CH3:39])=[CH:36][C:37]=1[CH3:38].C(=O)([O-])[O-].[Cs+].[Cs+].O1CCO[CH2:50][CH2:49]1. The catalyst class is: 103. Product: [F:1][C:2]1[CH:7]=[C:6]([C:32]2[C:33]([O:40][CH3:41])=[N:34][C:35]([CH3:39])=[CH:36][C:37]=2[CH3:38])[C:5]([F:17])=[CH:4][C:3]=1[C:18]1[N:22]([C@H:23]2[CH2:27][CH2:26][O:25][CH2:24]2)[N:21]=[CH:20][C:19]=1[C:28]([O:30][CH2:49][CH3:50])=[O:29].